Dataset: Forward reaction prediction with 1.9M reactions from USPTO patents (1976-2016). Task: Predict the product of the given reaction. (1) Given the reactants [CH3:1][N:2]1[CH:6]=[C:5]([C:7]2[N:12]=[CH:11][C:10]3[CH:13]=[N:14][N:15]([C:16]4[N:21]=[C:20]([N:22]5[CH2:25][C:24]([CH2:27][N+:28]([O-])=O)([OH:26])[CH2:23]5)[CH:19]=[CH:18][CH:17]=4)[C:9]=3[CH:8]=2)[CH:4]=[N:3]1.[NH4+].[Cl-], predict the reaction product. The product is: [NH2:28][CH2:27][C:24]1([OH:26])[CH2:23][N:22]([C:20]2[CH:19]=[CH:18][CH:17]=[C:16]([N:15]3[C:9]4[CH:8]=[C:7]([C:5]5[CH:4]=[N:3][N:2]([CH3:1])[CH:6]=5)[N:12]=[CH:11][C:10]=4[CH:13]=[N:14]3)[N:21]=2)[CH2:25]1. (2) The product is: [C:1]([N:4]1[CH2:9][CH2:8][C:7]2[N:10]([CH:25]3[CH2:26][CH2:27][O:28][CH2:29][CH2:30]3)[N:11]=[C:12]([N:13]3[C:22]4[C:17](=[CH:18][C:19]([Br:31])=[C:20]([C:23]#[N:24])[CH:21]=4)[CH2:16][CH2:15][CH2:14]3)[C:6]=2[CH2:5]1)(=[O:3])[CH3:2]. Given the reactants [C:1]([N:4]1[CH2:9][CH2:8][C:7]2[N:10]([CH:25]3[CH2:30][CH2:29][O:28][CH2:27][CH2:26]3)[N:11]=[C:12]([N:13]3[C:22]4[C:17](=[CH:18][CH:19]=[C:20]([C:23]#[N:24])[CH:21]=4)[CH2:16][CH2:15][CH2:14]3)[C:6]=2[CH2:5]1)(=[O:3])[CH3:2].[Br:31]N1C(=O)CCC1=O, predict the reaction product. (3) Given the reactants [C:1](Cl)(=[O:8])[C:2]1[CH:7]=[CH:6][CH:5]=[CH:4][CH:3]=1.[CH3:10][C:11]1[N:16]2[N:17]=[N:18][N:19]=[C:15]2[C:14]2[N:20]=[C:21]([CH2:28][CH2:29][CH3:30])[N:22]([CH2:23][C:24]([CH3:27])([NH2:26])[CH3:25])[C:13]=2[C:12]=1[CH3:31].C(N(CC)CC)C.ClCCl, predict the reaction product. The product is: [CH3:10][C:11]1[N:16]2[N:17]=[N:18][N:19]=[C:15]2[C:14]2[N:20]=[C:21]([CH2:28][CH2:29][CH3:30])[N:22]([CH2:23][C:24]([NH:26][C:1](=[O:8])[C:2]3[CH:7]=[CH:6][CH:5]=[CH:4][CH:3]=3)([CH3:27])[CH3:25])[C:13]=2[C:12]=1[CH3:31].